Dataset: Full USPTO retrosynthesis dataset with 1.9M reactions from patents (1976-2016). Task: Predict the reactants needed to synthesize the given product. (1) Given the product [CH:29]1([O:28][C:26]([N:11]2[CH2:12][C@H:13]([S:15]([C:18]3[CH:23]=[CH:22][CH:21]=[CH:20][C:19]=3[Cl:24])(=[O:17])=[O:16])[CH2:14][C@H:10]2[C:8](=[O:9])[NH:7][C:4]2([C:2]#[N:3])[CH2:6][CH2:5]2)=[O:27])[CH2:33][CH2:32][CH2:31][CH2:30]1, predict the reactants needed to synthesize it. The reactants are: Cl.[C:2]([C:4]1([NH:7][C:8]([C@@H:10]2[CH2:14][C@@H:13]([S:15]([C:18]3[CH:23]=[CH:22][CH:21]=[CH:20][C:19]=3[Cl:24])(=[O:17])=[O:16])[CH2:12][NH:11]2)=[O:9])[CH2:6][CH2:5]1)#[N:3].Cl[C:26]([O:28][CH:29]1[CH2:33][CH2:32][CH2:31][CH2:30]1)=[O:27]. (2) The reactants are: [N:1]1[CH:6]=[CH:5][C:4]([C:7]2[CH:8]=[C:9]([C:13]3[O:14][C:15]4[C:21]([C:22]([NH2:24])=[O:23])=[CH:20][CH:19]=[CH:18][C:16]=4[N:17]=3)[CH:10]=[CH:11][CH:12]=2)=[CH:3][CH:2]=1.[H][H].Cl. Given the product [NH:1]1[CH2:6][CH2:5][CH:4]([C:7]2[CH:8]=[C:9]([C:13]3[O:14][C:15]4[C:21]([C:22]([NH2:24])=[O:23])=[CH:20][CH:19]=[CH:18][C:16]=4[N:17]=3)[CH:10]=[CH:11][CH:12]=2)[CH2:3][CH2:2]1, predict the reactants needed to synthesize it. (3) Given the product [F:17][C:18]1[CH:47]=[CH:46][C:21]([CH2:22][N:23]2[CH2:27][CH2:26][N:25]([C:28]3[CH:32]=[C:31]([C:33]([NH:16][CH2:15][C:11]4[S:10][CH:14]=[CH:13][N:12]=4)=[O:34])[NH:30][N:29]=3)[C:24]2=[O:45])=[CH:20][CH:19]=1, predict the reactants needed to synthesize it. The reactants are: N1C=CC=CC=1CN.Cl.[S:10]1[CH:14]=[CH:13][N:12]=[C:11]1[CH2:15][NH2:16].[F:17][C:18]1[CH:47]=[CH:46][C:21]([CH2:22][N:23]2[CH2:27][CH2:26][N:25]([C:28]3[CH:32]=[C:31]([C:33](O)=[O:34])[N:30](CC4C=CC(OC)=CC=4)[N:29]=3)[C:24]2=[O:45])=[CH:20][CH:19]=1. (4) The reactants are: [Cl:1][C:2]1[C:3]([N:11]2[CH2:16][CH2:15][NH:14][C@H:13]([CH3:17])[CH2:12]2)=[N:4][CH:5]=[C:6]([CH2:8][O:9][CH3:10])[CH:7]=1.Cl[C:19]1[NH:23][C:22]2[CH:24]=[C:25]([C:28]([F:31])([F:30])[F:29])[CH:26]=[CH:27][C:21]=2[N:20]=1. Given the product [Cl:1][C:2]1[C:3]([N:11]2[CH2:16][CH2:15][N:14]([C:19]3[NH:20][C:21]4[CH:27]=[CH:26][C:25]([C:28]([F:31])([F:30])[F:29])=[CH:24][C:22]=4[N:23]=3)[C@H:13]([CH3:17])[CH2:12]2)=[N:4][CH:5]=[C:6]([CH2:8][O:9][CH3:10])[CH:7]=1, predict the reactants needed to synthesize it. (5) Given the product [CH3:1][C:2]1[C:7]([CH:8]([CH2:13][CH2:14][CH3:15])[C:9]([OH:11])=[O:10])=[C:6]([C:16]2[CH:17]=[CH:18][CH:19]=[CH:20][CH:21]=2)[N:5]=[C:4]([CH2:22][CH2:23][C:24]2[CH:29]=[CH:28][CH:27]=[CH:26][CH:25]=2)[N:3]=1, predict the reactants needed to synthesize it. The reactants are: [CH3:1][C:2]1[C:7]([CH:8]([CH2:13][CH2:14][CH3:15])[C:9]([O:11]C)=[O:10])=[C:6]([C:16]2[CH:21]=[CH:20][CH:19]=[CH:18][CH:17]=2)[N:5]=[C:4]([CH2:22][CH2:23][C:24]2[CH:29]=[CH:28][CH:27]=[CH:26][CH:25]=2)[N:3]=1.[OH-].[Na+]. (6) Given the product [N+:11]([C:5]1[C:6]2[O:10][N:9]=[CH:8][C:7]=2[C:2]([NH:21][CH2:22][CH2:23][CH2:24][NH2:25])=[N:3][CH:4]=1)([O-:13])=[O:12], predict the reactants needed to synthesize it. The reactants are: Cl[C:2]1[C:7]2[CH:8]=[N:9][O:10][C:6]=2[C:5]([N+:11]([O-:13])=[O:12])=[CH:4][N:3]=1.C([NH:21][CH2:22][CH2:23][CH2:24][NH2:25])(OC(C)(C)C)=O.Cl. (7) Given the product [C:11]([O:15][C:16]([N:18]1[CH2:23][CH2:22][N:21]([C:2]2[S:3][C:4]([C:7]([F:10])([F:9])[F:8])=[N:5][N:6]=2)[CH2:20][CH2:19]1)=[O:17])([CH3:14])([CH3:12])[CH3:13], predict the reactants needed to synthesize it. The reactants are: Br[C:2]1[S:3][C:4]([C:7]([F:10])([F:9])[F:8])=[N:5][N:6]=1.[C:11]([O:15][C:16]([N:18]1[CH2:23][CH2:22][NH:21][CH2:20][CH2:19]1)=[O:17])([CH3:14])([CH3:13])[CH3:12].C(=O)([O-])[O-].[K+].[K+].O. (8) Given the product [N:1]1([C:7]2[C:12]3[CH2:13][CH2:14][O:15][C:11]=3[CH:10]=[CH:9][N:8]=2)[CH2:2][CH2:3][NH:4][CH2:5][CH2:6]1, predict the reactants needed to synthesize it. The reactants are: [N:1]1([C:7]2[C:12]3[CH:13]=[CH:14][O:15][C:11]=3[CH:10]=[CH:9][N:8]=2)[CH2:6][CH2:5][NH:4][CH2:3][CH2:2]1.C(O)(=O)C.[H][H].